From a dataset of Full USPTO retrosynthesis dataset with 1.9M reactions from patents (1976-2016). Predict the reactants needed to synthesize the given product. (1) Given the product [Cl:16][C:6]1[C:7]([CH2:8][CH:9]([O:13][CH2:14][CH3:15])[O:10][CH2:11][CH3:12])=[C:2]([C:17]2[CH:22]=[CH:21][CH:20]=[CH:19][CH:18]=2)[N:3]=[CH:4][N:5]=1, predict the reactants needed to synthesize it. The reactants are: Cl[C:2]1[C:7]([CH2:8][CH:9]([O:13][CH2:14][CH3:15])[O:10][CH2:11][CH3:12])=[C:6]([Cl:16])[N:5]=[CH:4][N:3]=1.[C:17]1(B(O)O)[CH:22]=[CH:21][CH:20]=[CH:19][CH:18]=1.C(=O)([O-])[O-].[K+].[K+]. (2) Given the product [CH2:1]([O:3][C:4](=[O:14])[C:5]1[CH:10]=[CH:9][C:8]([C:11](=[NH:12])[NH:16][OH:17])=[CH:7][C:6]=1[CH3:13])[CH3:2], predict the reactants needed to synthesize it. The reactants are: [CH2:1]([O:3][C:4](=[O:14])[C:5]1[CH:10]=[CH:9][C:8]([C:11]#[N:12])=[CH:7][C:6]=1[CH3:13])[CH3:2].Cl.[NH2:16][OH:17].C(=O)([O-])[O-].[Na+].[Na+].